Dataset: Full USPTO retrosynthesis dataset with 1.9M reactions from patents (1976-2016). Task: Predict the reactants needed to synthesize the given product. (1) Given the product [CH2:1]1[C:10]2[C:5](=[CH:6][C:7]([C:11]#[N:17])=[CH:8][CH:9]=2)[CH2:4][CH2:3][C:2]21[O:16][CH2:15][CH2:14][O:13]2, predict the reactants needed to synthesize it. The reactants are: [CH2:1]1[C:10]2[C:5](=[CH:6][C:7]([CH:11]=O)=[CH:8][CH:9]=2)[CH2:4][CH2:3][C:2]21[O:16][CH2:15][CH2:14][O:13]2.[NH3:17].[O-]S([O-])(=O)=O.[Mg+2]. (2) Given the product [Br:35][C:36]1[C:37]([N:46]2[CH2:51][CH2:50][N:49]([CH2:52][C:53]3[CH:54]=[N:55][C:56]([C:59]([F:62])([F:61])[F:60])=[CH:57][CH:58]=3)[CH2:48][CH2:47]2)=[C:38]2[N:43]=[C:79]([C:76]3[CH:77]=[CH:78][C:73]([O:72][CH3:71])=[CH:74][CH:75]=3)[NH:42][C:39]2=[N:40][CH:41]=1, predict the reactants needed to synthesize it. The reactants are: BrC1C(N2CCN(C(NC3C=CC=CC=3)=O)CC2)=C2N=C(C3C=CC(N(C)C)=CC=3)NC2=NC=1.[Br:35][C:36]1[C:37]([N:46]2[CH2:51][CH2:50][N:49]([CH2:52][C:53]3[CH:54]=[N:55][C:56]([C:59]([F:62])([F:61])[F:60])=[CH:57][CH:58]=3)[CH2:48][CH2:47]2)=[C:38]([N+:43]([O-])=O)[C:39]([NH2:42])=[N:40][CH:41]=1.[O-]S(S([O-])=O)=O.[Na+].[Na+].[CH3:71][O:72][C:73]1[CH:78]=[CH:77][C:76]([CH:79]=O)=[CH:75][CH:74]=1. (3) Given the product [CH3:20][C:19]([CH3:22])([CH3:21])[C:1]([NH:6][C:7]1[CH:8]=[C:9]([CH2:14][C:15]([O:17][CH3:18])=[O:16])[CH:10]=[CH:11][C:12]=1[OH:13])=[O:4], predict the reactants needed to synthesize it. The reactants are: [C:1](=[O:4])([O-])O.[Na+].[NH2:6][C:7]1[CH:8]=[C:9]([CH2:14][C:15]([O:17][CH3:18])=[O:16])[CH:10]=[CH:11][C:12]=1[OH:13].[C:19](CC(Cl)=O)([CH3:22])([CH3:21])[CH3:20]. (4) Given the product [F:12][C:13]1[CH:14]=[CH:15][C:16]([O:17][C:18]2[C:32]([CH:33]3[CH2:37][CH2:36][CH2:35][N:34]3[CH2:8][C:9]([NH2:11])=[O:10])=[CH:31][C:21]3[NH:22][C:23]([C:25]4[CH:30]=[CH:29][CH:28]=[CH:27][N:26]=4)=[N:24][C:20]=3[CH:19]=2)=[CH:38][CH:39]=1, predict the reactants needed to synthesize it. The reactants are: C(=O)([O-])[O-].[K+].[K+].I[CH2:8][C:9]([NH2:11])=[O:10].[F:12][C:13]1[CH:39]=[CH:38][C:16]([O:17][C:18]2[C:32]([CH:33]3[CH2:37][CH2:36][CH2:35][NH:34]3)=[CH:31][C:21]3[NH:22][C:23]([C:25]4[CH:30]=[CH:29][CH:28]=[CH:27][N:26]=4)=[N:24][C:20]=3[CH:19]=2)=[CH:15][CH:14]=1. (5) Given the product [CH3:16][N:12]([CH:13]([CH3:15])[CH3:14])[C:11]1[C:2]([C:29]2[CH:30]=[CH:31][C:32]3[O:36][CH:35]=[C:34]([CH3:37])[C:33]=3[CH:38]=2)=[N:3][C:4]2[C:9]([N:10]=1)=[CH:8][C:7]([C:17]([O:19][CH3:20])=[O:18])=[CH:6][CH:5]=2, predict the reactants needed to synthesize it. The reactants are: Cl[C:2]1[C:11]([N:12]([CH3:16])[CH:13]([CH3:15])[CH3:14])=[N:10][C:9]2[C:4](=[CH:5][CH:6]=[C:7]([C:17]([O:19][CH3:20])=[O:18])[CH:8]=2)[N:3]=1.CC1(C)C(C)(C)OB([C:29]2[CH:30]=[CH:31][C:32]3[O:36][CH:35]=[C:34]([CH3:37])[C:33]=3[CH:38]=2)O1.[O-]P([O-])([O-])=O.[K+].[K+].[K+]. (6) Given the product [CH3:6][CH:5]([CH3:7])[CH2:4][C@H:24]([NH:25][S@:26]([C:28]([CH3:31])([CH3:30])[CH3:29])=[O:27])[C:21]1[CH:22]=[N:23][C:18]([C:15]2[CH:16]=[CH:17][C:12]([C:11]([F:33])([F:32])[F:10])=[CH:13][CH:14]=2)=[N:19][CH:20]=1, predict the reactants needed to synthesize it. The reactants are: C[Zn]C.[CH2:4]([Mg]Br)[CH:5]([CH3:7])[CH3:6].[F:10][C:11]([F:33])([F:32])[C:12]1[CH:17]=[CH:16][C:15]([C:18]2[N:23]=[CH:22][C:21](/[CH:24]=[N:25]/[S@:26]([C:28]([CH3:31])([CH3:30])[CH3:29])=[O:27])=[CH:20][N:19]=2)=[CH:14][CH:13]=1. (7) Given the product [OH:3][C:2]([CH3:4])([CH3:49])[CH2:39][NH:40][C:35](=[O:37])[CH2:34][N:32]1[CH2:33][CH:30]([C:28]2[CH:27]=[CH:26][C:23]3[C:24]4[N:25]=[C:16]([C:15]5[N:11]([CH:8]([CH3:9])[CH3:10])[N:12]=[CH:13][N:14]=5)[S:17][C:18]=4[CH2:19][CH2:20][O:21][C:22]=3[CH:29]=2)[CH2:31]1, predict the reactants needed to synthesize it. The reactants are: O[C:2]([C:4](F)(F)F)=[O:3].[CH:8]([N:11]1[C:15]([C:16]2[S:17][C:18]3[CH2:19][CH2:20][O:21][C:22]4[CH:29]=[C:28]([CH:30]5[CH2:33][N:32]([CH2:34][C:35]([OH:37])=O)[CH2:31]5)[CH:27]=[CH:26][C:23]=4[C:24]=3[N:25]=2)=[N:14][CH:13]=[N:12]1)([CH3:10])[CH3:9].C[CH2:39][N:40]=C=NCCCN(C)C.[CH:49]1C=CC2N(O)N=NC=2C=1.NCC(C)(O)C.C(N(C(C)C)CC)(C)C.C(=O)(O)[O-].[Na+]. (8) Given the product [CH:1]12[CH2:50][CH:4]([N:5]([CH2:7][CH2:8][NH:9][C@:10]34[CH2:46][CH2:45][C@@H:44]([C:47]([OH:61])([CH3:49])[CH3:48])[C@@H:11]3[C@@H:12]3[C@@:25]([CH3:28])([CH2:26][CH2:27]4)[C@@:24]4([CH3:29])[C@@H:15]([C@:16]5([CH3:43])[C@@H:21]([CH2:22][CH2:23]4)[C:20]([CH3:31])([CH3:30])[C:19]([C:32]4[CH2:37][CH2:36][CH:35]([C:38]([O:40][CH2:41][CH3:42])=[O:39])[CH2:34][CH:33]=4)=[CH:18][CH2:17]5)[CH2:14][CH2:13]3)[CH2:6]1)[CH2:3][O:2]2, predict the reactants needed to synthesize it. The reactants are: [CH:1]12[CH2:50][CH:4]([N:5]([CH2:7][CH2:8][NH:9][C@:10]34[CH2:46][CH2:45][C@@H:44]([C:47]([CH3:49])=[CH2:48])[C@@H:11]3[C@@H:12]3[C@@:25]([CH3:28])([CH2:26][CH2:27]4)[C@@:24]4([CH3:29])[C@@H:15]([C@:16]5([CH3:43])[C@@H:21]([CH2:22][CH2:23]4)[C:20]([CH3:31])([CH3:30])[C:19]([C:32]4[CH2:37][CH2:36][CH:35]([C:38]([O:40][CH2:41][CH3:42])=[O:39])[CH2:34][CH:33]=4)=[CH:18][CH2:17]5)[CH2:14][CH2:13]3)[CH2:6]1)[CH2:3][O:2]2.C1([SiH3])C=CC=CC=1.C1C[O:61]CC1.